Dataset: Catalyst prediction with 721,799 reactions and 888 catalyst types from USPTO. Task: Predict which catalyst facilitates the given reaction. (1) Product: [Cl:17][C:11]1[N:6]2[N:5]=[C:4]([CH:1]3[CH2:3][CH2:2]3)[N:14]=[C:7]2[N:8]=[C:9]([CH3:13])[CH:10]=1. The catalyst class is: 6. Reactant: [CH:1]1([C:4]2[N:14]=[C:7]3[N:8]=[C:9]([CH3:13])[CH:10]=[C:11](O)[N:6]3[N:5]=2)[CH2:3][CH2:2]1.P(Cl)(Cl)([Cl:17])=O.C([O-])([O-])=O.[Na+].[Na+]. (2) Reactant: C[O-].[Na+].[Na].C[O:6][C:7](=[O:36])[C:8]1[CH:13]=[CH:12][C:11]([NH:14][C:15]2[C:24]3[C:19](=[CH:20][CH:21]=[CH:22][CH:23]=3)[C:18]3=[N:25][N:26]=[C:27]([C:28]4[CH:33]=[CH:32][C:31]([O:34][CH3:35])=[CH:30][CH:29]=4)[N:17]3[N:16]=2)=[CH:10][CH:9]=1.C(NC(C)C)(C)C. Product: [CH3:35][O:34][C:31]1[CH:30]=[CH:29][C:28]([C:27]2[N:17]3[N:16]=[C:15]([NH:14][C:11]4[CH:10]=[CH:9][C:8]([C:7]([OH:36])=[O:6])=[CH:13][CH:12]=4)[C:24]4[C:19]([C:18]3=[N:25][N:26]=2)=[CH:20][CH:21]=[CH:22][CH:23]=4)=[CH:33][CH:32]=1. The catalyst class is: 5.